From a dataset of Catalyst prediction with 721,799 reactions and 888 catalyst types from USPTO. Predict which catalyst facilitates the given reaction. (1) Reactant: [CH3:1][C:2]1([CH3:21])[CH:14]=[C:13]2[CH:15]=[CH:16][CH:17]=[CH:18][C:12]2=[C:11]2[C:3]1=[C:4]1[C:9]([CH2:10]2)=[CH:8][C:7]([CH3:20])([CH3:19])[CH2:6][CH2:5]1.[C:22]([C:22]1([CH3:25])[C:24](O)=[C:23]([C:22](C)([CH3:25])[CH3:24])C=C[CH2:23]1)([CH3:25])([CH3:24])[CH3:23].[Cl-].[Al+3].[Cl-].[Cl-].C(O)C. Product: [C:22]([C:17]1[CH:16]=[CH:15][C:13]2=[CH:14][C:2]([CH3:21])([CH3:1])[C:3]3[C:11]([CH2:10][C:9]4[C:4]=3[CH2:5][CH2:6][C:7]([CH3:20])([CH3:19])[CH:8]=4)=[C:12]2[CH:18]=1)([CH3:25])([CH3:24])[CH3:23]. The catalyst class is: 463. (2) The catalyst class is: 6. Product: [C:6]1([S:12][C:13]2[N:18]=[CH:17][C:16]([CH2:19][C:20]3[CH:25]=[C:24]([C:26]4[C:27]([NH2:32])=[N:28][CH:29]=[CH:30][CH:31]=4)[O:22][N:21]=3)=[CH:15][CH:14]=2)[CH:11]=[CH:10][CH:9]=[CH:8][CH:7]=1. Reactant: O1CCCC1.[C:6]1([S:12][C:13]2[N:18]=[CH:17][C:16]([CH2:19][C:20](Cl)=[N:21][OH:22])=[CH:15][CH:14]=2)[CH:11]=[CH:10][CH:9]=[CH:8][CH:7]=1.[C:24]([C:26]1[C:27]([NH2:32])=[N:28][CH:29]=[CH:30][CH:31]=1)#[CH:25].C(N(CC)CC)C. (3) Product: [F:25][C:22]([F:23])([F:24])[C:17]1[CH:18]=[CH:19][CH:20]=[CH:21][C:16]=1[NH:15][C:14]([CH:11]1[CH2:12][CH2:13][NH:8][CH2:9][CH2:10]1)=[O:26]. Reactant: C(OC([N:8]1[CH2:13][CH2:12][CH:11]([C:14](=[O:26])[NH:15][C:16]2[CH:21]=[CH:20][CH:19]=[CH:18][C:17]=2[C:22]([F:25])([F:24])[F:23])[CH2:10][CH2:9]1)=O)(C)(C)C.FC(F)(F)C(O)=O. The catalyst class is: 4. (4) Reactant: [CH3:1][N:2]([CH3:8])[C:3](=[NH:7])[N:4]([CH3:6])[CH3:5].S(OC)(O[CH3:13])(=O)=O. Product: [CH3:1][N:2]([CH3:8])[C:3](=[N:7][CH3:13])[N:4]([CH3:6])[CH3:5]. The catalyst class is: 3. (5) Reactant: [Cl:1][C:2]1[CH:7]=[CH:6][C:5]([C:8]2[CH:9]=[C:10]3[C:16]([C:17]([C:19]4[C:20]([F:33])=[C:21]([NH:26][S:27]([CH2:30][CH2:31][CH3:32])(=[O:29])=[O:28])[CH:22]=[CH:23][C:24]=4[F:25])=[O:18])=[CH:15][NH:14][C:11]3=[N:12][CH:13]=2)=[CH:4][CH:3]=1.C(N(CC)CC)C.[C:41](Cl)(=[O:45])[CH:42]([CH3:44])[CH3:43]. Product: [Cl:1][C:2]1[CH:7]=[CH:6][C:5]([C:8]2[CH:9]=[C:10]3[C:16]([C:17]([C:19]4[C:20]([F:33])=[C:21]([N:26]([S:27]([CH2:30][CH2:31][CH3:32])(=[O:28])=[O:29])[C:41](=[O:45])[CH:42]([CH3:44])[CH3:43])[CH:22]=[CH:23][C:24]=4[F:25])=[O:18])=[CH:15][NH:14][C:11]3=[N:12][CH:13]=2)=[CH:4][CH:3]=1. The catalyst class is: 22. (6) Reactant: [C:1]([C:3]1[CH:27]=[CH:26][C:6]([O:7][C:8]2[CH:13]=[C:12]([O:14][C:15]3[CH:20]=[CH:19][C:18]([C:21]#[N:22])=[CH:17][CH:16]=3)[CH:11]=[CH:10][C:9]=2[N+:23]([O-])=O)=[CH:5][CH:4]=1)#[N:2].[Cl-].[NH4+]. Product: [C:1]([C:3]1[CH:27]=[CH:26][C:6]([O:7][C:8]2[CH:13]=[C:12]([O:14][C:15]3[CH:20]=[CH:19][C:18]([C:21]#[N:22])=[CH:17][CH:16]=3)[CH:11]=[CH:10][C:9]=2[NH2:23])=[CH:5][CH:4]=1)#[N:2]. The catalyst class is: 284.